Dataset: Forward reaction prediction with 1.9M reactions from USPTO patents (1976-2016). Task: Predict the product of the given reaction. Given the reactants [F:1][C:2]1[CH:7]=[C:6]([F:8])[CH:5]=[CH:4][C:3]=1[CH2:9][OH:10].C1N=CN([C:16](N2C=NC=C2)=[O:17])C=1.FC(F)(F)C(O)=O.[NH2:30][CH2:31][CH2:32][CH2:33][N:34]1[C:42](=[O:43])[C:41]2[NH:40][C:39]([Cl:44])=[N:38][C:37]=2[N:36]([CH2:45][CH2:46][CH2:47][CH2:48][CH3:49])[C:35]1=[O:50].CCN(C(C)C)C(C)C, predict the reaction product. The product is: [Cl:44][C:39]1[NH:40][C:41]2[C:42](=[O:43])[N:34]([CH2:33][CH2:32][CH2:31][NH:30][C:16](=[O:17])[O:10][CH2:9][C:3]3[CH:4]=[CH:5][C:6]([F:8])=[CH:7][C:2]=3[F:1])[C:35](=[O:50])[N:36]([CH2:45][CH2:46][CH2:47][CH2:48][CH3:49])[C:37]=2[N:38]=1.